Dataset: Full USPTO retrosynthesis dataset with 1.9M reactions from patents (1976-2016). Task: Predict the reactants needed to synthesize the given product. (1) Given the product [CH2:26]([N:22]([CH2:21][C:18]1[CH:17]=[CH:16][C:15]([N:8]2[C:9]3[C:4](=[CH:3][C:2]([F:1])=[C:11]([F:12])[C:10]=3[O:13][CH3:14])[C:5](=[O:32])[C:6]([C:27]([O:29][CH2:30][CH3:31])=[O:28])=[CH:7]2)=[CH:20][CH:19]=1)[CH2:23][CH3:24])[CH3:25], predict the reactants needed to synthesize it. The reactants are: [F:1][C:2]1[CH:3]=[C:4]2[C:9](=[C:10]([O:13][CH3:14])[C:11]=1[F:12])[N:8]([C:15]1[CH:20]=[CH:19][C:18]([CH2:21][N:22]3[CH2:26][CH2:25][CH2:24][CH2:23]3)=[CH:17][CH:16]=1)[CH:7]=[C:6]([C:27]([O:29][CH2:30][CH3:31])=[O:28])[C:5]2=[O:32].C(N(CC1C=CC(N)=CC=1)CC)C. (2) The reactants are: [ClH:1].O1CCOCC1.C(OC(=O)[N:14]([C:23]1[CH:28]=[CH:27][C:26]([O:29][C:30]2[C:39]3[C:34](=[CH:35][C:36]([O:40]C)=[CH:37][CH:38]=3)[CH:33]=[CH:32][C:31]=2[C:42]2[CH:47]=[CH:46][C:45]([S:48]([CH3:51])(=[O:50])=[O:49])=[CH:44][CH:43]=2)=[CH:25][CH:24]=1)[CH2:15][CH2:16][N:17]1[CH2:22][CH2:21][CH2:20][CH2:19][CH2:18]1)(C)(C)C.B(Br)(Br)Br.C(=O)(O)[O-].[Na+]. Given the product [ClH:1].[ClH:1].[CH3:51][S:48]([C:45]1[CH:44]=[CH:43][C:42]([C:31]2[C:30]([O:29][C:26]3[CH:27]=[CH:28][C:23]([NH:14][CH2:15][CH2:16][N:17]4[CH2:22][CH2:21][CH2:20][CH2:19][CH2:18]4)=[CH:24][CH:25]=3)=[C:39]3[C:34](=[CH:33][CH:32]=2)[CH:35]=[C:36]([OH:40])[CH:37]=[CH:38]3)=[CH:47][CH:46]=1)(=[O:50])=[O:49], predict the reactants needed to synthesize it. (3) Given the product [NH2:1][C:4]1[CH:5]=[CH:6][C:7]([O:10][C:11]2[CH:20]=[CH:19][C:14]([C:15]([O:17][CH3:18])=[O:16])=[CH:13][CH:12]=2)=[N:8][CH:9]=1, predict the reactants needed to synthesize it. The reactants are: [N+:1]([C:4]1[CH:5]=[CH:6][C:7]([O:10][C:11]2[CH:20]=[CH:19][C:14]([C:15]([O:17][CH3:18])=[O:16])=[CH:13][CH:12]=2)=[N:8][CH:9]=1)([O-])=O. (4) Given the product [Br:14][C:4]1[CH:5]=[C:6]([N+:11]([O-:13])=[O:12])[C:7]([NH:9][CH3:10])=[N:8][C:3]=1[O:2][CH3:1], predict the reactants needed to synthesize it. The reactants are: [CH3:1][O:2][C:3]1[N:8]=[C:7]([NH:9][CH3:10])[C:6]([N+:11]([O-:13])=[O:12])=[CH:5][CH:4]=1.[Br-:14].[Br-].[Br-].C([N+](CCCC)(CCCC)CCCC)CCC.C([N+](CCCC)(CCCC)CCCC)CCC.C([N+](CCCC)(CCCC)CCCC)CCC.O. (5) Given the product [CH3:1][C:2]1[C:6]([C:7]2[C:12]([CH3:13])=[C:11]([N:14]3[CH2:22][C:21]4[CH:20]=[N:19][CH:18]=[N:17][C:16]=4[CH2:15]3)[N:10]=[C:9]([C:23]3[CH:28]=[C:27]([CH:26]=[CH:25][C:24]=3[C:34]([F:36])([F:37])[F:35])[O:29][CH2:30][C@H:31]([OH:32])[CH2:33][NH:40][CH3:39])[N:8]=2)=[C:5]([CH3:38])[O:4][N:3]=1, predict the reactants needed to synthesize it. The reactants are: [CH3:1][C:2]1[C:6]([C:7]2[C:12]([CH3:13])=[C:11]([N:14]3[CH2:22][C:21]4[CH:20]=[N:19][CH:18]=[N:17][C:16]=4[CH2:15]3)[N:10]=[C:9]([C:23]3[CH:28]=[C:27]([O:29][CH2:30][C@H:31]4[CH2:33][O:32]4)[CH:26]=[CH:25][C:24]=3[C:34]([F:37])([F:36])[F:35])[N:8]=2)=[C:5]([CH3:38])[O:4][N:3]=1.[CH3:39][NH2:40].